From a dataset of Catalyst prediction with 721,799 reactions and 888 catalyst types from USPTO. Predict which catalyst facilitates the given reaction. Product: [Br:17][C:11]1[CH:12]=[CH:13][C:8]([N:5]2[CH2:6][CH2:7][N:2]([CH3:1])[CH2:3][CH2:4]2)=[CH:9][C:10]=1[N+:14]([O-:16])=[O:15]. The catalyst class is: 15. Reactant: [CH3:1][N:2]1[CH2:7][CH2:6][N:5]([C:8]2[CH:13]=[CH:12][CH:11]=[C:10]([N+:14]([O-:16])=[O:15])[CH:9]=2)[CH2:4][CH2:3]1.[Br:17]Br.